Dataset: Reaction yield outcomes from USPTO patents with 853,638 reactions. Task: Predict the reaction yield, written as a fraction of the theoretical maximum amount of product (1.0 means a 100% yield; for example, 0.34 means a 34% yield). The reactants are C(=NC(=O)O[NH:6][C:7]1[N:12]=[C:11]([O:13][CH3:14])[CH:10]=[C:9]([O:15][CH3:16])[N:8]=1)=S.Cl.[NH2:19]O.C([N:24]([CH:27](C)C)CC)(C)C. The catalyst is C(O)C. The product is [NH2:19][C:27]1[N:6]=[C:7]2[N:8]=[C:9]([O:15][CH3:16])[CH:10]=[C:11]([O:13][CH3:14])[N:12]2[N:24]=1. The yield is 0.820.